Dataset: Forward reaction prediction with 1.9M reactions from USPTO patents (1976-2016). Task: Predict the product of the given reaction. (1) Given the reactants C(OC([N:8]1[C:12]([C:13]2[CH:18]=[CH:17][C:16]([Cl:19])=[CH:15][CH:14]=2)=[C:11]([CH:20]2[CH2:25][CH2:24][CH2:23][CH2:22][CH2:21]2)[C:10]2[S:26][C:27]([C:29]([O:31]C)=[O:30])=[CH:28][C:9]1=2)=O)(C)(C)C.[OH-].[Na+], predict the reaction product. The product is: [Cl:19][C:16]1[CH:15]=[CH:14][C:13]([C:12]2[NH:8][C:9]3[CH:28]=[C:27]([C:29]([OH:31])=[O:30])[S:26][C:10]=3[C:11]=2[CH:20]2[CH2:21][CH2:22][CH2:23][CH2:24][CH2:25]2)=[CH:18][CH:17]=1. (2) Given the reactants [CH3:1][O:2][C:3](=[O:12])[C:4]1[CH:9]=[CH:8][C:7]([NH2:10])=[C:6]([OH:11])[CH:5]=1.[Cl:13][C:14]1[CH:21]=[CH:20][CH:19]=[C:18]([Cl:22])[C:15]=1[CH:16]=O, predict the reaction product. The product is: [CH3:1][O:2][C:3]([C:4]1[CH:9]=[CH:8][C:7]2[N:10]=[C:16]([C:15]3[C:14]([Cl:13])=[CH:21][CH:20]=[CH:19][C:18]=3[Cl:22])[O:11][C:6]=2[CH:5]=1)=[O:12]. (3) Given the reactants C([O:14][C:15]([C:17]1([O:20]/[N:21]=[C:22](/[C:51]2[N:52]=[C:53]([NH:56]C(OC(C)(C)C)=O)[S:54][CH:55]=2)\[C:23]([NH:25][C@@H:26]2[C:29](=[O:30])[N:28]([S:31]([O-:34])(=[O:33])=[O:32])[C@@H:27]2[CH2:35][N:36]2[N:40]=[C:39]([CH2:41][S:42][CH:43]3[CH2:50][N:46]4[CH:47]=[N:48][CH:49]=[N+:45]4[CH2:44]3)[CH:38]=[N:37]2)=[O:24])[CH2:19][CH2:18]1)=[O:16])(C1C=CC=CC=1)C1C=CC=CC=1.C1(OC)C=CC=CC=1.C(O)(C(F)(F)F)=O, predict the reaction product. The product is: [NH2:56][C:53]1[S:54][CH:55]=[C:51](/[C:22](=[N:21]/[O:20][C:17]2([C:15]([OH:16])=[O:14])[CH2:19][CH2:18]2)/[C:23]([NH:25][C@@H:26]2[C:29](=[O:30])[N:28]([S:31]([O-:34])(=[O:33])=[O:32])[C@@H:27]2[CH2:35][N:36]2[N:40]=[C:39]([CH2:41][S:42][CH:43]3[CH2:44][N:45]4[CH:49]=[N:48][CH:47]=[N+:46]4[CH2:50]3)[CH:38]=[N:37]2)=[O:24])[N:52]=1. (4) Given the reactants C([O:5][C:6](=[O:38])[CH2:7][O:8][C:9]1[C:18]2[CH2:17][CH2:16][CH2:15][C@@H:14]([NH:19][S:20]([C:23]3[CH:28]=[CH:27][C:26]([O:29][C:30]4[CH:35]=[CH:34][C:33]([Cl:36])=[CH:32][CH:31]=4)=[C:25]([Cl:37])[CH:24]=3)(=[O:22])=[O:21])[C:13]=2[CH:12]=[CH:11][CH:10]=1)(C)(C)C.[OH-].[Na+], predict the reaction product. The product is: [Cl:37][C:25]1[CH:24]=[C:23]([S:20]([NH:19][C@@H:14]2[CH2:15][CH2:16][CH2:17][C:18]3[C:9]([O:8][CH2:7][C:6]([OH:38])=[O:5])=[CH:10][CH:11]=[CH:12][C:13]2=3)(=[O:21])=[O:22])[CH:28]=[CH:27][C:26]=1[O:29][C:30]1[CH:35]=[CH:34][C:33]([Cl:36])=[CH:32][CH:31]=1. (5) Given the reactants [Si:1]([O:8][CH:9]1[CH2:20][C:19](=[O:21])[O:18][C@H:17](/[C:22](/[CH3:35])=[CH:23]/[CH2:24][O:25]CC2C=CC(OC)=CC=2)[C@@H:16]([CH3:36])[CH:15]=[CH:14][C@@H:13]2[O:37][C@H:38]([C:40]3[CH:45]=[CH:44][CH:43]=[CH:42][CH:41]=3)[O:39][C@:12]2([CH3:46])[CH2:11][CH2:10]1)([C:4]([CH3:7])([CH3:6])[CH3:5])([CH3:3])[CH3:2].P([O-])([O-])([O-])=O.ClC1C(=O)C(C#N)=C(C#N)C(=O)C=1Cl, predict the reaction product. The product is: [Si:1]([O:8][CH:9]1[CH2:20][C:19](=[O:21])[O:18][C@H:17](/[C:22](/[CH3:35])=[CH:23]/[CH2:24][OH:25])[C@@H:16]([CH3:36])[CH:15]=[CH:14][C@@H:13]2[O:37][C@H:38]([C:40]3[CH:41]=[CH:42][CH:43]=[CH:44][CH:45]=3)[O:39][C@:12]2([CH3:46])[CH2:11][CH2:10]1)([C:4]([CH3:5])([CH3:6])[CH3:7])([CH3:3])[CH3:2]. (6) Given the reactants [C:1]([NH:9][NH2:10])(=[O:8])[C:2]1[CH:7]=[CH:6][CH:5]=[N:4][CH:3]=1.C(N([CH2:16][CH3:17])CC)C.[C:18](Cl)(=[O:22])[C:19](Cl)=[O:20].CN(C=[O:28])C, predict the reaction product. The product is: [O:20]=[C:19]([NH:10][NH:9][C:1]([C:2]1[CH:3]=[N:4][CH:5]=[CH:6][CH:7]=1)=[O:8])[C:18]([O:22][CH2:16][CH3:17])=[O:28]. (7) The product is: [CH3:39][O:38][C:36](=[O:37])[CH:28]([O:27][C:26]1[CH:25]=[CH:24][C:23]2[C:18](=[CH:19][CH:20]=[C:21]([CH2:40][NH:41][C:11](=[O:12])[C:10]3[CH:14]=[CH:15][C:7]([CH:1]4[CH2:6][CH2:5][CH2:4][CH2:3][CH2:2]4)=[CH:8][CH:9]=3)[CH:22]=2)[C:17]=1[Br:16])[CH2:29][C:30]1[CH:31]=[CH:32][CH:33]=[CH:34][CH:35]=1. Given the reactants [CH:1]1([C:7]2[CH:15]=[CH:14][C:10]([C:11](Cl)=[O:12])=[CH:9][CH:8]=2)[CH2:6][CH2:5][CH2:4][CH2:3][CH2:2]1.[Br:16][C:17]1[C:26]([O:27][CH:28]([C:36]([O:38][CH3:39])=[O:37])[CH2:29][C:30]2[CH:35]=[CH:34][CH:33]=[CH:32][CH:31]=2)=[CH:25][CH:24]=[C:23]2[C:18]=1[CH:19]=[CH:20][C:21]([CH2:40][NH3+:41])=[CH:22]2.[Cl-].C(N(CC)CC)C, predict the reaction product. (8) Given the reactants Cl[C:2]1[N:7]=[CH:6][C:5]([CH2:8][N:9]2[C:13]([CH3:14])=[CH:12][C:11]([C:15]3[O:19][N:18]=[C:17]([C:20]4[CH:25]=[CH:24][C:23]([C:26]5([C:32]([N:34]([CH3:36])[CH3:35])=[O:33])[CH2:31][CH2:30][O:29][CH2:28][CH2:27]5)=[CH:22][CH:21]=4)[N:16]=3)=[N:10]2)=[CH:4][CH:3]=1.[CH3:37][NH2:38], predict the reaction product. The product is: [CH3:35][N:34]([CH3:36])[C:32]([C:26]1([C:23]2[CH:24]=[CH:25][C:20]([C:17]3[N:16]=[C:15]([C:11]4[CH:12]=[C:13]([CH3:14])[N:9]([CH2:8][C:5]5[CH:6]=[N:7][C:2]([NH:38][CH3:37])=[CH:3][CH:4]=5)[N:10]=4)[O:19][N:18]=3)=[CH:21][CH:22]=2)[CH2:31][CH2:30][O:29][CH2:28][CH2:27]1)=[O:33]. (9) Given the reactants [F:1][C:2]([F:12])([F:11])[C:3]1[CH:8]=[CH:7][CH:6]=[CH:5][C:4]=1[Mg]Br.[C:13]1([CH3:21])[CH:18]=[CH:17][C:16]([CH:19]=[O:20])=[CH:15][CH:14]=1.FC(F)(F)C1C=C(Cl)C=CC=1C(O)C1C=CC=CC=1, predict the reaction product. The product is: [F:1][C:2]([F:12])([F:11])[C:3]1[CH:8]=[CH:7][CH:6]=[CH:5][C:4]=1[CH:19]([OH:20])[C:16]1[CH:17]=[CH:18][C:13]([CH3:21])=[CH:14][CH:15]=1.